Regression. Given a peptide amino acid sequence and an MHC pseudo amino acid sequence, predict their binding affinity value. This is MHC class II binding data. From a dataset of Peptide-MHC class II binding affinity with 134,281 pairs from IEDB. The peptide sequence is EKKHFAATQFEPLAA. The MHC is HLA-DPA10103-DPB10601 with pseudo-sequence HLA-DPA10103-DPB10601. The binding affinity (normalized) is 0.995.